From a dataset of Reaction yield outcomes from USPTO patents with 853,638 reactions. Predict the reaction yield, written as a fraction of the theoretical maximum amount of product (1.0 means a 100% yield; for example, 0.34 means a 34% yield). (1) The reactants are C[O:2][C:3](=[O:30])[C:4]1[CH:9]=[CH:8][CH:7]=[C:6]([CH2:10][C:11]2[CH:16]=[CH:15][C:14]([CH2:17][NH:18][C:19]3[CH:24]=[CH:23][C:22]([C:25](=[O:27])[CH3:26])=[C:21]([OH:28])[C:20]=3[CH3:29])=[CH:13][CH:12]=2)[CH:5]=1.O[Li].O. The catalyst is C1COCC1.O. The product is [C:25]([C:22]1[CH:23]=[CH:24][C:19]([NH:18][CH2:17][C:14]2[CH:15]=[CH:16][C:11]([CH2:10][C:6]3[CH:5]=[C:4]([CH:9]=[CH:8][CH:7]=3)[C:3]([OH:30])=[O:2])=[CH:12][CH:13]=2)=[C:20]([CH3:29])[C:21]=1[OH:28])(=[O:27])[CH3:26]. The yield is 0.460. (2) The reactants are [OH:1][C:2]1[CH:8]=[C:7]([N+:9]([O-:11])=[O:10])[CH:6]=[CH:5][C:3]=1[NH2:4].[Cl:12][C:13]1[CH:18]=[C:17]([Cl:19])[CH:16]=[CH:15][C:14]=1[N:20]=[C:21]=[O:22]. No catalyst specified. The product is [OH:1][C:2]1[CH:8]=[C:7]([N+:9]([O-:11])=[O:10])[CH:6]=[CH:5][C:3]=1[NH:4][C:21]([NH:20][C:14]1[CH:15]=[CH:16][C:17]([Cl:19])=[CH:18][C:13]=1[Cl:12])=[O:22]. The yield is 0.380. (3) The reactants are [CH3:1][NH:2][C:3]1[CH:8]=[CH:7][N:6]=[C:5]([NH2:9])[CH:4]=1.Br[CH2:11][C:12]([C:14]1[CH:23]=[CH:22][C:17]([C:18]([O:20][CH3:21])=[O:19])=[CH:16][CH:15]=1)=O. No catalyst specified. The product is [CH3:1][NH:2][C:3]1[CH:8]=[CH:7][N:6]2[CH:11]=[C:12]([C:14]3[CH:23]=[CH:22][C:17]([C:18]([O:20][CH3:21])=[O:19])=[CH:16][CH:15]=3)[N:9]=[C:5]2[CH:4]=1. The yield is 0.550. (4) The reactants are [N+:1]([C:4]1[N:9]=[CH:8][C:7]([O:10][C:11]2[CH:12]=[C:13]([CH:15]=[CH:16][CH:17]=2)[NH2:14])=[CH:6][CH:5]=1)([O-:3])=[O:2].[CH3:18][C:19]([O:22][C:23](O[C:23]([O:22][C:19]([CH3:21])([CH3:20])[CH3:18])=[O:24])=[O:24])([CH3:21])[CH3:20]. The catalyst is C1COCC1. The product is [N+:1]([C:4]1[N:9]=[CH:8][C:7]([O:10][C:11]2[CH:12]=[C:13]([NH:14][C:23](=[O:24])[O:22][C:19]([CH3:21])([CH3:20])[CH3:18])[CH:15]=[CH:16][CH:17]=2)=[CH:6][CH:5]=1)([O-:3])=[O:2]. The yield is 0.960. (5) The reactants are FC(F)(F)S(O[C:7]1[CH:16]=[CH:15][C:14]2[C:13](=[O:17])[CH2:12][CH2:11][CH2:10][C:9]=2[N:8]=1)(=O)=O.[CH2:20]([Sn](CCCC)(CCCC)C=C)[CH2:21]CC.[Cl-].[Li+]. The catalyst is O1CCOCC1.C1C=CC([P]([Pd]([P](C2C=CC=CC=2)(C2C=CC=CC=2)C2C=CC=CC=2)([P](C2C=CC=CC=2)(C2C=CC=CC=2)C2C=CC=CC=2)[P](C2C=CC=CC=2)(C2C=CC=CC=2)C2C=CC=CC=2)(C2C=CC=CC=2)C2C=CC=CC=2)=CC=1. The product is [CH:20]([C:7]1[CH:16]=[CH:15][C:14]2[C:13](=[O:17])[CH2:12][CH2:11][CH2:10][C:9]=2[N:8]=1)=[CH2:21]. The yield is 0.840. (6) The reactants are C(OC(NCC1C=C(NC(=O)COC2C=CC([CH:29]([NH:33][C:34]3[CH:35]=[C:36]4[C:41](=[CH:42][CH:43]=3)[C:40]([N:44]([C:52]([O:54][C:55]([CH3:58])([CH3:57])[CH3:56])=[O:53])[C:45]([O:47][C:48]([CH3:51])([CH3:50])[CH3:49])=[O:46])=[N:39][CH:38]=[CH:37]4)[C:30]([OH:32])=[O:31])=CC=2)C=CC=1)=O)C1C=CC=CC=1.[CH2:60]([O:67][C:68]([NH:70][CH2:71][C:72]1[CH:73]=[C:74]([NH:83][C:84](=[O:98])[CH2:85][O:86][C:87]2[C:92]([CH3:93])=[CH:91][C:90](B(O)O)=[CH:89][C:88]=2[CH3:97])[CH:75]=[CH:76][C:77]=1[S:78]([CH2:81][CH3:82])(=[O:80])=[O:79])=[O:69])[C:61]1[CH:66]=[CH:65][CH:64]=[CH:63][CH:62]=1. No catalyst specified. The product is [CH2:60]([O:67][C:68]([NH:70][CH2:71][C:72]1[CH:73]=[C:74]([NH:83][C:84](=[O:98])[CH2:85][O:86][C:87]2[C:92]([CH3:93])=[CH:91][C:90]([CH:29]([NH:33][C:34]3[CH:35]=[C:36]4[C:41](=[CH:42][CH:43]=3)[C:40]([N:44]([C:52]([O:54][C:55]([CH3:58])([CH3:57])[CH3:56])=[O:53])[C:45]([O:47][C:48]([CH3:51])([CH3:49])[CH3:50])=[O:46])=[N:39][CH:38]=[CH:37]4)[C:30]([OH:32])=[O:31])=[CH:89][C:88]=2[CH3:97])[CH:75]=[CH:76][C:77]=1[S:78]([CH2:81][CH3:82])(=[O:80])=[O:79])=[O:69])[C:61]1[CH:66]=[CH:65][CH:64]=[CH:63][CH:62]=1. The yield is 0.820.